Dataset: Full USPTO retrosynthesis dataset with 1.9M reactions from patents (1976-2016). Task: Predict the reactants needed to synthesize the given product. (1) Given the product [Cl:1][C:2]1[O:3][C:4]2[CH:10]=[CH:9][C:8]([C:11]([CH2:30][CH3:31])=[C:12]([C:23]3[CH:28]=[CH:27][C:26]([OH:29])=[CH:25][CH:24]=3)[C:13]3[CH:18]=[CH:17][C:16]([O:19][CH2:20][CH2:21][NH:34][CH2:32][CH3:33])=[CH:15][CH:14]=3)=[CH:7][C:5]=2[CH:6]=1, predict the reactants needed to synthesize it. The reactants are: [Cl:1][C:2]1[O:3][C:4]2[CH:10]=[CH:9][C:8]([C:11]([CH2:30][CH3:31])=[C:12]([C:23]3[CH:28]=[CH:27][C:26]([OH:29])=[CH:25][CH:24]=3)[C:13]3[CH:18]=[CH:17][C:16]([O:19][CH2:20][CH2:21]Cl)=[CH:15][CH:14]=3)=[CH:7][C:5]=2[CH:6]=1.[CH2:32]([NH2:34])[CH3:33]. (2) Given the product [C:11]([O:15][C:16]([NH:1][C:2]1[CH:3]=[C:4]2[C:8](=[CH:9][CH:10]=1)[N:7]([C:16]([O:15][C:11]([CH3:14])([CH3:13])[CH3:12])=[O:17])[CH:6]=[CH:5]2)=[O:17])([CH3:14])([CH3:13])[CH3:12], predict the reactants needed to synthesize it. The reactants are: [NH2:1][C:2]1[CH:3]=[C:4]2[C:8](=[CH:9][CH:10]=1)[NH:7][CH:6]=[CH:5]2.[C:11]([O:15][C:16](O[C:16]([O:15][C:11]([CH3:14])([CH3:13])[CH3:12])=[O:17])=[O:17])([CH3:14])([CH3:13])[CH3:12]. (3) Given the product [C:1]1([CH:7]2[CH2:16][CH2:15][C:14]3[C:9](=[CH:10][CH:11]=[C:12]([O:17][C:19]4[CH:20]=[N:21][CH:22]=[CH:23][CH:24]=4)[CH:13]=3)[O:8]2)[CH:2]=[CH:3][CH:4]=[CH:5][CH:6]=1, predict the reactants needed to synthesize it. The reactants are: [C:1]1([CH:7]2[CH2:16][CH2:15][C:14]3[C:9](=[CH:10][CH:11]=[C:12]([OH:17])[CH:13]=3)[O:8]2)[CH:6]=[CH:5][CH:4]=[CH:3][CH:2]=1.Br[C:19]1[CH:20]=[N:21][CH:22]=[CH:23][CH:24]=1.[OH-].[K+].[I-].[K+].Cl. (4) Given the product [ClH:1].[ClH:1].[ClH:1].[N:34]1([C:31]2[N:32]=[CH:33][C:28]([C:24]3[CH:23]=[N:22][CH:27]=[CH:26][CH:25]=3)=[CH:29][N:30]=2)[CH2:35][CH2:36][NH:37][CH2:38][CH2:39]1, predict the reactants needed to synthesize it. The reactants are: [ClH:1].Cl.FC1C=CC(C2C=NC(N3CCNCC3)=NC=2)=CC=1.[N:22]1[CH:27]=[CH:26][CH:25]=[C:24]([C:28]2[CH:29]=[N:30][C:31]([N:34]3[CH2:39][CH2:38][N:37](C(O)=O)[CH2:36][CH2:35]3)=[N:32][CH:33]=2)[CH:23]=1. (5) Given the product [NH2:9][C:8]1[CH:10]=[C:11]([C:63]2[C:64]([C:69]#[N:70])=[CH:65][CH:66]=[CH:67][CH:68]=2)[CH:12]=[CH:13][C:7]=1[N:4]1[CH2:5][CH2:6][C:2]([F:1])([F:22])[CH2:3]1, predict the reactants needed to synthesize it. The reactants are: [F:1][C:2]1([F:22])[CH2:6][CH2:5][N:4]([C:7]2[CH:13]=[CH:12][C:11](B3OCC(C)(C)CO3)=[CH:10][C:8]=2[NH2:9])[CH2:3]1.CC1(C)COB(C2C=C(N)C(N(CC(C)C)CC(C)C)=CC=2)OC1.NC1C=C([C:63]2[C:64]([C:69]#[N:70])=[CH:65][CH:66]=[CH:67][CH:68]=2)C=CC=1N(CC(C)C)CC(C)C. (6) Given the product [CH3:1][O:2][C:3]([C:5]1[C:6]([OH:29])=[C:7]2[C:12](=[C:13]([C:35]3[CH:36]=[N:37][CH:38]=[CH:39][CH:40]=3)[N:14]=1)[N:11]([C:16]1[CH:21]=[CH:20][CH:19]=[CH:18][CH:17]=1)[C:10](=[O:22])[C:9]([C:23]1[CH:28]=[CH:27][CH:26]=[CH:25][CH:24]=1)=[CH:8]2)=[O:4], predict the reactants needed to synthesize it. The reactants are: [CH3:1][O:2][C:3]([C:5]1[C:6]([OH:29])=[C:7]2[C:12](=[C:13](Br)[N:14]=1)[N:11]([C:16]1[CH:21]=[CH:20][CH:19]=[CH:18][CH:17]=1)[C:10](=[O:22])[C:9]([C:23]1[CH:28]=[CH:27][CH:26]=[CH:25][CH:24]=1)=[CH:8]2)=[O:4].C([Sn](CCCC)(CCCC)[C:35]1[CH:36]=[N:37][CH:38]=[CH:39][CH:40]=1)CCC.CCOC(C)=O.Cl. (7) Given the product [Br:1][C:2]1[N:7]=[CH:6][C:5]([CH:8]([OH:9])[CH2:10][CH3:11])=[CH:4][CH:3]=1, predict the reactants needed to synthesize it. The reactants are: [Br:1][C:2]1[N:7]=[CH:6][C:5]([CH:8]=[O:9])=[CH:4][CH:3]=1.[CH2:10]([Mg]Cl)[CH3:11]. (8) Given the product [Cl:13][C:14]1[C:15]([F:24])=[C:16]([S:20]([NH:1][C:2]2[CH:11]=[CH:10][C:5]([C:6]([O:8][CH3:9])=[O:7])=[C:4]([OH:12])[CH:3]=2)(=[O:22])=[O:21])[CH:17]=[CH:18][CH:19]=1, predict the reactants needed to synthesize it. The reactants are: [NH2:1][C:2]1[CH:3]=[C:4]([OH:12])[C:5](=[CH:10][CH:11]=1)[C:6]([O:8][CH3:9])=[O:7].[Cl:13][C:14]1[C:15]([F:24])=[C:16]([S:20](Cl)(=[O:22])=[O:21])[CH:17]=[CH:18][CH:19]=1. (9) Given the product [CH2:29]([C:21]1[CH:20]=[C:19]([C:14]23[CH2:17][CH2:18][C:11]([CH2:10][CH2:9][O:8][CH2:7][C:6]([O:5][C:1]([CH3:4])([CH3:3])[CH3:2])=[O:28])([CH2:16][CH2:15]2)[CH2:12][O:13]3)[CH:24]=[CH:23][CH:22]=1)[C:30]1[CH:35]=[CH:34][CH:33]=[CH:32][CH:31]=1, predict the reactants needed to synthesize it. The reactants are: [C:1]([O:5][C:6](=[O:28])[CH2:7][O:8][CH2:9][CH2:10][C:11]12[CH2:18][CH2:17][C:14]([C:19]3[CH:20]=[C:21](B(O)O)[CH:22]=[CH:23][CH:24]=3)([CH2:15][CH2:16]1)[O:13][CH2:12]2)([CH3:4])([CH3:3])[CH3:2].[CH2:29](Br)[C:30]1[CH:35]=[CH:34][CH:33]=[CH:32][CH:31]=1.C([O-])([O-])=O.[Na+].[Na+].O.